From a dataset of Peptide-MHC class II binding affinity with 134,281 pairs from IEDB. Regression. Given a peptide amino acid sequence and an MHC pseudo amino acid sequence, predict their binding affinity value. This is MHC class II binding data. (1) The MHC is DRB1_0405 with pseudo-sequence DRB1_0405. The peptide sequence is DVNASFRAAMATTAN. The binding affinity (normalized) is 0.571. (2) The peptide sequence is EKCYFAATQFEPLAA. The MHC is HLA-DQA10101-DQB10501 with pseudo-sequence HLA-DQA10101-DQB10501. The binding affinity (normalized) is 0.526. (3) The peptide sequence is AAAGAEAGKATTEEQ. The binding affinity (normalized) is 0.178. The MHC is HLA-DPA10103-DPB10301 with pseudo-sequence HLA-DPA10103-DPB10301. (4) The peptide sequence is RSPISNMVSMANNHM. The MHC is DRB4_0101 with pseudo-sequence DRB4_0103. The binding affinity (normalized) is 0.526.